From a dataset of Forward reaction prediction with 1.9M reactions from USPTO patents (1976-2016). Predict the product of the given reaction. (1) Given the reactants [NH:1]1[C:9]2[C:4](=[N:5][C:6]([CH2:10][OH:11])=[CH:7][CH:8]=2)[CH:3]=[N:2]1.CS(C)=O.CCN(CC)CC, predict the reaction product. The product is: [NH:1]1[C:9]2[C:4](=[N:5][C:6]([CH:10]=[O:11])=[CH:7][CH:8]=2)[CH:3]=[N:2]1. (2) Given the reactants O=S(Cl)Cl.[NH2:5][C@@H:6]([CH2:11][CH3:12])[CH2:7][C:8]([OH:10])=[O:9].[CH3:13]O, predict the reaction product. The product is: [NH2:5][C@@H:6]([CH2:11][CH3:12])[CH2:7][C:8]([O:10][CH3:13])=[O:9]. (3) Given the reactants [O-][N+:2]1[CH:31]=[CH:30][C:5]2[N:6]=[C:7]3[CH2:12][C@H:11]([C:13]4[CH:18]=[C:17]([F:19])[C:16]([F:20])=[CH:15][C:14]=4[F:21])[C@@H:10]([NH:22][C:23](=[O:29])[O:24][C:25]([CH3:28])([CH3:27])[CH3:26])[CH2:9][N:8]3[C:4]=2[CH:3]=1.O(Cl)[Cl:33].[P+3], predict the reaction product. The product is: [Cl:33][C:3]1[C:4]2[N:8]3[CH2:9][C@H:10]([NH:22][C:23](=[O:29])[O:24][C:25]([CH3:28])([CH3:27])[CH3:26])[C@@H:11]([C:13]4[CH:18]=[C:17]([F:19])[C:16]([F:20])=[CH:15][C:14]=4[F:21])[CH2:12][C:7]3=[N:6][C:5]=2[CH:30]=[CH:31][N:2]=1. (4) The product is: [C:6]([N:10]1[CH:33]=[C:32]2[C:12]([CH:13]=[CH:14][C:15]3([CH2:31]2)[CH2:16][CH2:17][N:18]([C:21]([O:23][CH2:24][C:25]2[CH:30]=[CH:29][CH:28]=[CH:27][CH:26]=2)=[O:22])[CH2:19][CH2:20]3)=[N:11]1)([CH3:9])([CH3:7])[CH3:8]. Given the reactants P(Cl)(Cl)(Cl)=O.[C:6]([NH:10]/[N:11]=[C:12]1/[CH:13]=[CH:14][C:15]2([CH2:31][CH2:32]/1)[CH2:20][CH2:19][N:18]([C:21]([O:23][CH2:24][C:25]1[CH:30]=[CH:29][CH:28]=[CH:27][CH:26]=1)=[O:22])[CH2:17][CH2:16]2)([CH3:9])([CH3:8])[CH3:7].[CH3:33]N(C)C=O, predict the reaction product.